Dataset: Forward reaction prediction with 1.9M reactions from USPTO patents (1976-2016). Task: Predict the product of the given reaction. (1) Given the reactants [NH2:1][C:2]1[C:3]([O:16]C)=[C:4]([C:8]2[O:12][C:11]([C:13]([OH:15])=[O:14])=[CH:10][CH:9]=2)[CH:5]=[CH:6][CH:7]=1.B(Br)(Br)[Br:19], predict the reaction product. The product is: [BrH:19].[NH2:1][C:2]1[C:3]([OH:16])=[C:4]([C:8]2[O:12][C:11]([C:13]([OH:15])=[O:14])=[CH:10][CH:9]=2)[CH:5]=[CH:6][CH:7]=1. (2) Given the reactants [CH2:1]([N:4]([CH2:21][CH2:22][CH3:23])[C:5]([C:7]1[CH:8]=[C:9]([CH:13]=[C:14]([C:16]2[S:17][CH:18]=[CH:19][N:20]=2)[CH:15]=1)[C:10](O)=[O:11])=[O:6])[CH2:2][CH3:3].C(N(C(C)C)CC)(C)C.CN(C(ON1N=NC2C=CC=NC1=2)=[N+](C)C)C.F[P-](F)(F)(F)(F)F.[ClH:57].Cl.[NH2:59][C@@H:60]([CH2:76][C:77]1[CH:82]=[C:81]([F:83])[CH:80]=[C:79]([F:84])[CH:78]=1)[C@H:61]([OH:75])[CH2:62][NH:63][CH2:64][C:65]1[CH:70]=[CH:69][CH:68]=[C:67]([C:71]([F:74])([F:73])[F:72])[CH:66]=1, predict the reaction product. The product is: [ClH:57].[ClH:57].[F:84][C:79]1[CH:78]=[C:77]([CH:82]=[C:81]([F:83])[CH:80]=1)[CH2:76][C@H:60]([NH:59][C:10](=[O:11])[C:9]1[CH:13]=[C:14]([C:16]2[S:17][CH:18]=[CH:19][N:20]=2)[CH:15]=[C:7]([C:5]([N:4]([CH2:21][CH2:22][CH3:23])[CH2:1][CH2:2][CH3:3])=[O:6])[CH:8]=1)[C@H:61]([OH:75])[CH2:62][NH:63][CH2:64][C:65]1[CH:70]=[CH:69][CH:68]=[C:67]([C:71]([F:72])([F:73])[F:74])[CH:66]=1. (3) Given the reactants BrC1C=CC2C(=N)NC[CH2:9][O:10]C=2C=1.[Br:14][C:15]1[CH:22]=[CH:21][C:18]([C:19]#[N:20])=[C:17]([F:23])[CH:16]=1.C[O-].[Na+], predict the reaction product. The product is: [Br:14][C:15]1[CH:22]=[CH:21][C:18]([C:19](=[NH:20])[O:10][CH3:9])=[C:17]([F:23])[CH:16]=1. (4) The product is: [CH:1]1([N:5]2[CH2:11][CH2:10][C:9]3[CH:12]=[CH:13][C:14]([CH2:16][C:17]4[CH:18]=[CH:19][C:20]([C:23]([NH:32][CH:26]([CH3:31])[CH3:27])=[O:24])=[N:21][CH:22]=4)=[CH:15][C:8]=3[CH2:7][CH2:6]2)[CH2:2][CH2:3][CH2:4]1. Given the reactants [CH:1]1([N:5]2[CH2:11][CH2:10][C:9]3[CH:12]=[CH:13][C:14]([CH2:16][C:17]4[CH:18]=[CH:19][C:20]([C:23](O)=[O:24])=[N:21][CH:22]=4)=[CH:15][C:8]=3[CH2:7][CH2:6]2)[CH2:4][CH2:3][CH2:2]1.[CH:26]1([N:32]=C=[N:32][CH:26]2[CH2:31]CCC[CH2:27]2)[CH2:31]CCC[CH2:27]1.ON1C2C=CC=CC=2N=N1.CC(N)C, predict the reaction product. (5) Given the reactants [F:1][C:2]1[CH:3]=[C:4]([CH:37]=[C:38]([F:40])[CH:39]=1)[CH2:5][C@@H:6]1[CH2:11][NH:10][CH2:9][CH2:8][N:7]1[C:12]([C:14]1[N:15]=[CH:16][N:17]([C@H:25]2[CH2:30][CH2:29][CH2:28][CH2:27][C@@H:26]2[NH:31][C:32](=[O:36])[O:33][CH2:34][CH3:35])[C:18]=1[C:19]1[CH:24]=[CH:23][CH:22]=[CH:21][CH:20]=1)=[O:13].[C:41]([OH:48])(=[O:47])[CH2:42][CH2:43][C:44]([OH:46])=[O:45], predict the reaction product. The product is: [C:41]([OH:48])(=[O:47])[CH2:42][CH2:43][C:44]([OH:46])=[O:45].[F:1][C:2]1[CH:3]=[C:4]([CH:37]=[C:38]([F:40])[CH:39]=1)[CH2:5][C@@H:6]1[CH2:11][NH:10][CH2:9][CH2:8][N:7]1[C:12]([C:14]1[N:15]=[CH:16][N:17]([C@H:25]2[CH2:30][CH2:29][CH2:28][CH2:27][C@@H:26]2[NH:31][C:32](=[O:36])[O:33][CH2:34][CH3:35])[C:18]=1[C:19]1[CH:20]=[CH:21][CH:22]=[CH:23][CH:24]=1)=[O:13]. (6) Given the reactants Cl[C:2]1[N:7]=[CH:6][N:5]=[C:4]([C:8]([C:10]2[C:18]3[CH:17]=[N:16][CH:15]=[N:14][C:13]=3[N:12]([CH:19]([CH3:21])[CH3:20])[CH:11]=2)=[O:9])[CH:3]=1.[OH-].[NH4+:23], predict the reaction product. The product is: [NH2:23][C:2]1[N:7]=[CH:6][N:5]=[C:4]([C:8]([C:10]2[C:18]3[CH:17]=[N:16][CH:15]=[N:14][C:13]=3[N:12]([CH:19]([CH3:21])[CH3:20])[CH:11]=2)=[O:9])[CH:3]=1.